Task: Predict the reaction yield, written as a fraction of the theoretical maximum amount of product (1.0 means a 100% yield; for example, 0.34 means a 34% yield).. Dataset: Reaction yield outcomes from USPTO patents with 853,638 reactions The reactants are [CH:1]([C:4]1[C:5]([O:15][CH2:16][CH:17]([OH:19])[CH3:18])=[CH:6][N:7]2[C:12]=1[C:11](SC)=[N:10][CH:9]=[N:8]2)([CH3:3])[CH3:2].C([Si](C(C)C)(C(C)C)[N:24]1[C:28]2=[N:29][CH:30]=[C:31]([NH2:33])[CH:32]=[C:27]2[CH:26]=[CH:25]1)(C)C.ClC1C=CC=C(C(OO)=O)C=1.CCCC[N+](CCCC)(CCCC)CCCC.[F-]. The catalyst is C(Cl)(Cl)Cl.C1COCC1. The product is [CH:1]([C:4]1[C:5]([O:15][CH2:16][CH:17]([OH:19])[CH3:18])=[CH:6][N:7]2[C:12]=1[C:11]([NH:33][C:31]1[CH:32]=[C:27]3[CH:26]=[CH:25][NH:24][C:28]3=[N:29][CH:30]=1)=[N:10][CH:9]=[N:8]2)([CH3:3])[CH3:2]. The yield is 0.0100.